From a dataset of Catalyst prediction with 721,799 reactions and 888 catalyst types from USPTO. Predict which catalyst facilitates the given reaction. (1) Reactant: [Li][CH2:2]CCC.[Cl:6][C:7]1[CH:15]=[CH:14][C:10]([C:11]([OH:13])=[O:12])=[C:9]([CH3:16])[CH:8]=1.CI.O. Product: [Cl:6][C:7]1[CH:15]=[CH:14][C:10]([C:11]([OH:13])=[O:12])=[C:9]([CH2:16][CH3:2])[CH:8]=1. The catalyst class is: 1. (2) Reactant: C([NH:8][C:9]1([C:15]([F:18])([F:17])[F:16])[CH2:14][CH2:13][CH2:12][CH2:11][CH2:10]1)C1C=CC=CC=1.[ClH:19]. Product: [ClH:19].[F:16][C:15]([F:17])([F:18])[C:9]1([NH2:8])[CH2:14][CH2:13][CH2:12][CH2:11][CH2:10]1. The catalyst class is: 43. (3) Reactant: [CH:1]1([CH2:4][N:5]2[CH2:24][CH2:23][C@:12]34[C:13]5[C:14]6[O:22][C@H:11]3[C:10](=[O:25])[CH2:9][CH2:8][C@@:7]4([OH:26])[C@H:6]2[CH2:19][C:18]=5[CH:17]=[CH:16][C:15]=6[C:20]#[N:21])[CH2:3][CH2:2]1.C(=O)([O-])[O-:28].[K+].[K+].OO. Product: [CH:1]1([CH2:4][N:5]2[CH2:24][CH2:23][C@:12]34[C:13]5[C:14]6[O:22][C@H:11]3[C:10](=[O:25])[CH2:9][CH2:8][C@@:7]4([OH:26])[C@H:6]2[CH2:19][C:18]=5[CH:17]=[CH:16][C:15]=6[C:20]([NH2:21])=[O:28])[CH2:3][CH2:2]1. The catalyst class is: 549. (4) Reactant: Br[C:2]1[CH:3]=[C:4]([CH:29]=[CH:30][CH:31]=1)[C:5]([NH:7][C:8]1[N:9]=[N:10][C:11]([N:14]2[C:18]([C:19]([F:22])([F:21])[F:20])=[CH:17][C:16]([C:23]3[CH:24]=[N:25][CH:26]=[CH:27][CH:28]=3)=[N:15]2)=[CH:12][CH:13]=1)=[O:6].[CH3:32][O:33][C:34]1[CH:39]=[CH:38][C:37](B(O)O)=[CH:36][N:35]=1.C(=O)([O-])[O-].[Cs+].[Cs+]. Product: [CH3:32][O:33][C:34]1[N:35]=[CH:36][C:37]([C:2]2[CH:3]=[C:4]([CH:29]=[CH:30][CH:31]=2)[C:5]([NH:7][C:8]2[N:9]=[N:10][C:11]([N:14]3[C:18]([C:19]([F:20])([F:21])[F:22])=[CH:17][C:16]([C:23]4[CH:24]=[N:25][CH:26]=[CH:27][CH:28]=4)=[N:15]3)=[CH:12][CH:13]=2)=[O:6])=[CH:38][CH:39]=1. The catalyst class is: 427. (5) The catalyst class is: 11. Reactant: S(Cl)([Cl:3])=O.[C:5]([OH:13])(=O)[C:6]1[CH:11]=[CH:10][CH:9]=[CH:8][CH:7]=1. Product: [C:5]([Cl:3])(=[O:13])[C:6]1[CH:11]=[CH:10][CH:9]=[CH:8][CH:7]=1. (6) Reactant: C[Al](C)C.[CH3:5][O:6][C:7]1[CH:8]=[C:9]([CH2:15][CH2:16][C:17]2[CH:18]=[C:19]([NH2:22])[NH:20][N:21]=2)[CH:10]=[C:11]([O:13][CH3:14])[CH:12]=1.[CH3:23][N:24]1[CH2:29][CH2:28][N:27]([C:30]2[N:35]=[CH:34][C:33]([C:36](OC)=[O:37])=[CH:32][N:31]=2)[CH2:26][C:25]1=[O:40].Cl. Product: [CH3:14][O:13][C:11]1[CH:10]=[C:9]([CH2:15][CH2:16][C:17]2[CH:18]=[C:19]([NH:22][C:36]([C:33]3[CH:32]=[N:31][C:30]([N:27]4[CH2:28][CH2:29][N:24]([CH3:23])[C:25](=[O:40])[CH2:26]4)=[N:35][CH:34]=3)=[O:37])[NH:20][N:21]=2)[CH:8]=[C:7]([O:6][CH3:5])[CH:12]=1. The catalyst class is: 224. (7) Reactant: [CH:1]1([CH2:7][O:8][C:9]2[C:10]3[N:11]([C:15]([C:19]([OH:21])=O)=[C:16]([CH3:18])[N:17]=3)[CH:12]=[CH:13][CH:14]=2)[CH2:6][CH2:5][CH2:4][CH2:3][CH2:2]1.[CH:22]1([NH2:25])[CH2:24][CH2:23]1.ON1C2C=CC=CC=2N=N1.C(N(C(C)C)CC)(C)C.N=C=N.C([NH+](CC)CC)C.C(=O)([O-])[O-].[N-]=C=O. Product: [CH:1]1([CH2:7][O:8][C:9]2[C:10]3[N:11]([C:15]([C:19]([NH:25][CH:22]4[CH2:24][CH2:23]4)=[O:21])=[C:16]([CH3:18])[N:17]=3)[CH:12]=[CH:13][CH:14]=2)[CH2:2][CH2:3][CH2:4][CH2:5][CH2:6]1. The catalyst class is: 3. (8) Reactant: Cl.Cl.[F:3][C:4]1[CH:5]=[C:6]([C:10]2([CH2:16][CH2:17][N:18]3[CH:23]4[CH2:24][CH2:25][CH:19]3[CH2:20][CH:21]([N:26]3[C:30]5[CH:31]=[CH:32][CH:33]=[CH:34][C:29]=5[N:28]=[C:27]3[CH3:35])[CH2:22]4)[CH2:15][CH2:14][NH:13][CH2:12][CH2:11]2)[CH:7]=[CH:8][CH:9]=1.C(N(CC)C(C)C)(C)C.[Cl:45][C:46]1[C:54]([S:55]([NH:58][CH3:59])(=[O:57])=[O:56])=[CH:53][CH:52]=[C:51]([Cl:60])[C:47]=1[C:48](O)=[O:49].F[P-](F)(F)(F)(F)F.N1(OC(N(C)C)=[N+](C)C)C2N=CC=CC=2N=N1. Product: [Cl:45][C:46]1[C:47]([C:48]([N:13]2[CH2:12][CH2:11][C:10]([C:6]3[CH:7]=[CH:8][CH:9]=[C:4]([F:3])[CH:5]=3)([CH2:16][CH2:17][N:18]3[CH:23]4[CH2:24][CH2:25][CH:19]3[CH2:20][CH:21]([N:26]3[C:30]5[CH:31]=[CH:32][CH:33]=[CH:34][C:29]=5[N:28]=[C:27]3[CH3:35])[CH2:22]4)[CH2:15][CH2:14]2)=[O:49])=[C:51]([Cl:60])[CH:52]=[CH:53][C:54]=1[S:55]([NH:58][CH3:59])(=[O:57])=[O:56]. The catalyst class is: 9. (9) Reactant: [Cl:1][C:2]1[CH:7]=[C:6]([O:8][CH3:9])[CH:5]=[CH:4][C:3]=1[CH2:10][C:11]([OH:13])=O.C(Cl)(=O)C(Cl)=O.[CH3:20][NH2:21].C1COCC1. Product: [Cl:1][C:2]1[CH:7]=[C:6]([O:8][CH3:9])[CH:5]=[CH:4][C:3]=1[CH2:10][C:11]([NH:21][CH3:20])=[O:13]. The catalyst class is: 59.